From a dataset of Reaction yield outcomes from USPTO patents with 853,638 reactions. Predict the reaction yield, written as a fraction of the theoretical maximum amount of product (1.0 means a 100% yield; for example, 0.34 means a 34% yield). (1) The reactants are [O:1]=[C:2]1[NH:6][C:5](=[O:7])[CH2:4][N:3]1[C@@H:8]([C:16]([CH3:19])([CH3:18])[CH3:17])[C:9]([O:11][C:12]([CH3:15])([CH3:14])[CH3:13])=[O:10].[CH3:20][C:21]1[N:26]=[C:25]([CH2:27]O)[CH:24]=[CH:23][CH:22]=1.C1(P(C2C=CC=CC=2)C2C=CC=CC=2)C=CC=CC=1.N(C(OCC)=O)=NC(OCC)=O. The catalyst is ClCCl.O. The product is [CH3:17][C:16]([CH3:19])([CH3:18])[C@H:8]([N:3]1[CH2:4][C:5](=[O:7])[N:6]([CH2:27][C:25]2[CH:24]=[CH:23][CH:22]=[C:21]([CH3:20])[N:26]=2)[C:2]1=[O:1])[C:9]([O:11][C:12]([CH3:13])([CH3:15])[CH3:14])=[O:10]. The yield is 0.970. (2) The reactants are [Cl:1][C:2]1[CH:3]=[CH:4][C:5]([O:23][CH3:24])=[C:6]([S:8]([N:11]2[C:15]3[CH:16]=[C:17]([C:20]([OH:22])=O)[CH:18]=[CH:19][C:14]=3[O:13][CH2:12]2)(=[O:10])=[O:9])[CH:7]=1.[NH2:25][C:26]1[CH:36]=[CH:35][C:29]([C:30]([O:32][CH2:33][CH3:34])=[O:31])=[C:28]([Cl:37])[CH:27]=1.CN1CCOCC1.F[P-](F)(F)(F)(F)F.N1(OC(N(C)C)=[N+](C)C)C2N=CC=CC=2N=N1. The catalyst is CN(C)C=O.CN(C)C1C=CN=CC=1. The product is [CH2:33]([O:32][C:30](=[O:31])[C:29]1[CH:35]=[CH:36][C:26]([NH:25][C:20]([C:17]2[CH:18]=[CH:19][C:14]3[O:13][CH2:12][N:11]([S:8]([C:6]4[CH:7]=[C:2]([Cl:1])[CH:3]=[CH:4][C:5]=4[O:23][CH3:24])(=[O:9])=[O:10])[C:15]=3[CH:16]=2)=[O:22])=[CH:27][C:28]=1[Cl:37])[CH3:34]. The yield is 0.570. (3) The reactants are [CH3:1][O:2][C:3](=[O:31])[CH:4]([C:9]1[CH:14]=[C:13]([O:15]S(C(F)(F)F)(=O)=O)[CH:12]=[C:11](OCC2C=CC=CC=2)[CH:10]=1)[CH2:5][C:6]([CH3:8])=[CH2:7].[Cl:32][C:33]1[C:38]([C:39]([F:42])([F:41])[F:40])=[CH:37][C:36](B(O)O)=[CH:35][CH:34]=1. No catalyst specified. The product is [CH3:1][O:2][C:3](=[O:31])[CH:4]([C:9]1[CH:10]=[C:11]([C:36]2[CH:35]=[CH:34][C:33]([Cl:32])=[C:38]([C:39]([F:42])([F:41])[F:40])[CH:37]=2)[CH:12]=[C:13]([OH:15])[CH:14]=1)[CH2:5][CH:6]([CH3:7])[CH3:8]. The yield is 0.700. (4) The reactants are O[Li].O.C[O:5][C:6](=[O:24])[CH:7]([CH3:23])[C:8]([NH:10][C:11]1[CH:16]=[CH:15][C:14]([C:17]2[CH:22]=[CH:21][CH:20]=[CH:19][CH:18]=2)=[CH:13][CH:12]=1)=[O:9].C1COCC1.O. The catalyst is CO. The product is [C:14]1([C:17]2[CH:18]=[CH:19][CH:20]=[CH:21][CH:22]=2)[CH:15]=[CH:16][C:11]([NH:10][C:8](=[O:9])[CH:7]([CH3:23])[C:6]([OH:24])=[O:5])=[CH:12][CH:13]=1. The yield is 0.830. (5) The reactants are [CH:1]([O:4][C:5]1[CH:10]=[CH:9][C:8](O)=[CH:7][CH:6]=1)([CH3:3])[CH3:2].[Br:12][C:13]1[CH:18]=[CH:17][C:16](Br)=[CH:15][CH:14]=1.C([O-])([O-])=O.[K+].[K+].N1C=CC=CC=1. The catalyst is [O-2].[Cu+2].C(Cl)Cl. The product is [CH:1]([O:4][C:5]1[CH:10]=[CH:9][C:8]([C:16]2[CH:17]=[CH:18][C:13]([Br:12])=[CH:14][CH:15]=2)=[CH:7][CH:6]=1)([CH3:3])[CH3:2]. The yield is 0.470. (6) The reactants are [F:1][C:2]1[CH:7]=[C:6]([F:8])[CH:5]=[CH:4][C:3]=1[C@@:9]1([CH2:13][N:14]2[CH:18]=[N:17][CH:16]=[N:15]2)[C@H:11]([CH3:12])[O:10]1.C([S:22][C@H:23]1[CH2:28][CH2:27][C@H:26](/[CH:29]=[CH:30]/[CH:31]=[CH:32]/[C:33]2[CH:38]=[CH:37][C:36]([C:39]([F:42])([F:41])[F:40])=[CH:35][CH:34]=2)[CH2:25][CH2:24]1)(=O)C. No catalyst specified. The product is [F:1][C:2]1[CH:7]=[C:6]([F:8])[CH:5]=[CH:4][C:3]=1[C@:9]([OH:10])([C@H:11]([S:22][C@H:23]1[CH2:28][CH2:27][C@H:26](/[CH:29]=[CH:30]/[CH:31]=[CH:32]/[C:33]2[CH:34]=[CH:35][C:36]([C:39]([F:40])([F:41])[F:42])=[CH:37][CH:38]=2)[CH2:25][CH2:24]1)[CH3:12])[CH2:13][N:14]1[CH:18]=[N:17][CH:16]=[N:15]1. The yield is 0.590. (7) The reactants are F[C:2](F)(F)[C:3](O)=[O:4].[Cl:8][C:9]1[CH:10]=[C:11]2[C:15](=[CH:16][CH:17]=1)[C:14](=[O:18])[N:13]([C:19]1[CH:20]=[N:21][CH:22]=[C:23]([O:25][CH:26]3[CH2:30][CH2:29][NH:28][CH2:27]3)[CH:24]=1)[C:12]2([CH3:32])[CH3:31].CCN(CC)CC.C(Cl)(=O)C. The catalyst is O. The product is [C:3]([N:28]1[CH2:29][CH2:30][CH:26]([O:25][C:23]2[CH:24]=[C:19]([N:13]3[C:12]([CH3:32])([CH3:31])[C:11]4[C:15](=[CH:16][CH:17]=[C:9]([Cl:8])[CH:10]=4)[C:14]3=[O:18])[CH:20]=[N:21][CH:22]=2)[CH2:27]1)(=[O:4])[CH3:2]. The yield is 0.350. (8) The reactants are [F:1][C:2]1[CH:7]=[C:6]([I:8])[CH:5]=[CH:4][C:3]=1[N:9]1[C:14]2[N:15]([CH3:29])[C:16](=[O:28])[C:17]([CH3:27])=[C:18](OS(C(F)(F)F)(=O)=O)[C:13]=2[C:12](=[O:30])[N:11]([CH3:31])[C:10]1=[O:32].[NH2:33][C:34]1[CH:35]=[C:36]([NH:40][S:41]([CH3:44])(=[O:43])=[O:42])[CH:37]=[CH:38][CH:39]=1.CN(C)C(=O)C.N1C(C)=CC=CC=1C. The catalyst is CO.O. The product is [F:1][C:2]1[CH:7]=[C:6]([I:8])[CH:5]=[CH:4][C:3]=1[N:9]1[C:14]2[N:15]([CH3:29])[C:16](=[O:28])[C:17]([CH3:27])=[C:18]([NH:33][C:34]3[CH:35]=[C:36]([NH:40][S:41]([CH3:44])(=[O:43])=[O:42])[CH:37]=[CH:38][CH:39]=3)[C:13]=2[C:12](=[O:30])[N:11]([CH3:31])[C:10]1=[O:32]. The yield is 0.980. (9) The reactants are FC(F)(F)S(O[C:7]1[CH:18]=[C:17]([O:19][CH2:20][C:21]2[CH:26]=[CH:25][CH:24]=[C:23]([O:27][CH2:28][C:29]3[CH:34]=[CH:33][CH:32]=[CH:31][CH:30]=3)[CH:22]=2)[C:10]2[CH:11]=[C:12]([C:14](=[O:16])[CH3:15])[O:13][C:9]=2[CH:8]=1)(=O)=O.P([O-])([O-])([O-])=O.[K+].[K+].[K+].[CH2:45]1COC[CH2:46]1.C(B(CC)CC)C. The catalyst is C(Cl)Cl.C1C=CC(P(C2C=CC=CC=2)[C-]2C=CC=C2)=CC=1.C1C=CC(P(C2C=CC=CC=2)[C-]2C=CC=C2)=CC=1.Cl[Pd]Cl.[Fe+2]. The product is [CH2:28]([O:27][C:23]1[CH:22]=[C:21]([CH:26]=[CH:25][CH:24]=1)[CH2:20][O:19][C:17]1[C:10]2[CH:11]=[C:12]([C:14](=[O:16])[CH3:15])[O:13][C:9]=2[CH:8]=[C:7]([CH2:45][CH3:46])[CH:18]=1)[C:29]1[CH:34]=[CH:33][CH:32]=[CH:31][CH:30]=1. The yield is 0.286. (10) The reactants are C([O:3][CH2:4][CH2:5][O:6][NH:7][C:8]([C:10]1[CH:15]=[CH:14][C:13](=[O:16])[N:12]([CH3:17])[C:11]=1[NH:18][C:19]1[CH:24]=[CH:23][C:22]([Br:25])=[CH:21][C:20]=1[F:26])=[O:9])=C.BrC1C=CC(NC2N(C)C(=O)C=CC=2C(O)=O)=C(F)C=1.C(OCCON)=C. No catalyst specified. The product is [OH:3][CH2:4][CH2:5][O:6][NH:7][C:8]([C:10]1[CH:15]=[CH:14][C:13](=[O:16])[N:12]([CH3:17])[C:11]=1[NH:18][C:19]1[CH:24]=[CH:23][C:22]([Br:25])=[CH:21][C:20]=1[F:26])=[O:9]. The yield is 0.600.